Dataset: Catalyst prediction with 721,799 reactions and 888 catalyst types from USPTO. Task: Predict which catalyst facilitates the given reaction. Reactant: N(C(OC(C)(C)C)=O)=NC(OC(C)(C)C)=O.C1(P(C2C=CC=CC=2)C2C=CC=CC=2)C=CC=CC=1.[OH:36][C:37]1[C:38](=[O:55])[C:39]([C:49]2[N:53]([CH3:54])[N:52]=[CH:51][CH:50]=2)=[N:40][N:41]([C:43]2[CH:48]=[CH:47][CH:46]=[CH:45][CH:44]=2)[CH:42]=1.[N:56]1[C:65]2[C:60](=[CH:61][CH:62]=[CH:63][CH:64]=2)[CH:59]=[CH:58][C:57]=1[CH2:66][CH2:67]O. Product: [CH3:54][N:53]1[C:49]([C:39]2[C:38](=[O:55])[C:37]([O:36][CH2:67][CH2:66][C:57]3[CH:58]=[CH:59][C:60]4[C:65](=[CH:64][CH:63]=[CH:62][CH:61]=4)[N:56]=3)=[CH:42][N:41]([C:43]3[CH:44]=[CH:45][CH:46]=[CH:47][CH:48]=3)[N:40]=2)=[CH:50][CH:51]=[N:52]1. The catalyst class is: 11.